Predict which catalyst facilitates the given reaction. From a dataset of Catalyst prediction with 721,799 reactions and 888 catalyst types from USPTO. (1) Reactant: O.[C:2]1([CH3:12])[CH:7]=[CH:6]C(S(O)(=O)=O)=CC=1.[CH2:13]([CH:15]1[O:17][CH2:16]1)[F:14].C1(C[NH:22][C:23]2[C:24]([S:42][CH3:43])=[N:25][N:26]3[C:31]([C:32]4[C:37]([CH3:38])=[CH:36][C:35]([CH3:39])=[CH:34][C:33]=4[O:40][CH3:41])=[CH:30][CH:29]=[CH:28][C:27]=23)CC1. Product: [CH:7]1([CH2:6][CH:16]([NH:22][C:23]2[C:24]([S:42][CH3:43])=[N:25][N:26]3[C:31]([C:32]4[C:37]([CH3:38])=[CH:36][C:35]([CH3:39])=[CH:34][C:33]=4[O:40][CH3:41])=[CH:30][CH:29]=[CH:28][C:27]=23)[CH:15]([OH:17])[CH2:13][F:14])[CH2:2][CH2:12]1. The catalyst class is: 57. (2) Reactant: [CH2:1]([O:4][CH:5]1[CH2:10][CH2:9][CH2:8][CH2:7][O:6]1)[C:2]#[CH:3].[Li]CCCC.C1CCCCC1.B(F)(F)F.CCOCC.[CH2:31]([C@H:35]1[CH2:37][O:36]1)[CH2:32][CH:33]=[CH2:34]. Product: [O:6]1[CH2:7][CH2:8][CH2:9][CH2:10][CH:5]1[O:4][CH2:1][C:2]#[C:3][CH2:37][C@@H:35]([OH:36])[CH2:31][CH2:32][CH:33]=[CH2:34]. The catalyst class is: 1. (3) Reactant: [F:1][C:2]1[CH:28]=[CH:27][C:5]([CH2:6][N:7]2[C:11]3=[CH:12][N:13]=[C:14]([C:23]([O:25][CH3:26])=[O:24])[C:15](OC(=O)C(F)(F)F)=[C:10]3[CH:9]=[CH:8]2)=[CH:4][CH:3]=1.[CH2:29]([O:31]/[CH:32]=[CH:33]/[Sn](CCCC)(CCCC)CCCC)[CH3:30].C(N(CC)CC)C. Product: [CH2:32]([O:31]/[CH:29]=[CH:30]/[C:15]1[C:14]([C:23]([O:25][CH3:26])=[O:24])=[N:13][CH:12]=[C:11]2[N:7]([CH2:6][C:5]3[CH:27]=[CH:28][C:2]([F:1])=[CH:3][CH:4]=3)[CH:8]=[CH:9][C:10]=12)[CH3:33]. The catalyst class is: 233. (4) Reactant: C(OC([N:8]1[CH2:13][CH2:12][N:11]([C:14]2[N:19]=[C:18]([C:20]3[CH:25]=[CH:24][N:23]=[C:22]([NH:26][CH2:27]CC4C=CC(O)=CC=4)[CH:21]=3)[CH:17]=[C:16]([C:36](=[O:38])[NH2:37])[CH:15]=2)[CH2:10][CH2:9]1)=O)(C)(C)C.F[C:40](F)(F)[C:41](O)=O. The catalyst class is: 2. Product: [CH2:27]([NH:26][C:22]1[CH:21]=[C:20]([C:18]2[CH:17]=[C:16]([C:36]([NH2:37])=[O:38])[CH:15]=[C:14]([N:11]3[CH2:12][CH2:13][NH:8][CH2:9][CH2:10]3)[N:19]=2)[CH:25]=[CH:24][N:23]=1)[C:41]1[CH:40]=[CH:17][CH:16]=[CH:15][CH:14]=1. (5) Reactant: [CH2:1]([Li])CCC.C1COCC1.[I-].C[P+](C1C=CC=CC=1)(C1C=CC=CC=1)C1C=CC=CC=1.[F:32][C:33]1[C:45]([CH:46]=O)=[C:44]([F:48])[CH:43]=[CH:42][C:34]=1[C:35]([O:37][C:38]([CH3:41])([CH3:40])[CH3:39])=[O:36].[Cl-].[NH4+]. Product: [F:32][C:33]1[C:45]([CH:46]=[CH2:1])=[C:44]([F:48])[CH:43]=[CH:42][C:34]=1[C:35]([O:37][C:38]([CH3:41])([CH3:40])[CH3:39])=[O:36]. The catalyst class is: 1. (6) Reactant: [Cl:1][C:2]1[C:11]([O:12][CH3:13])=[C:10]([F:14])[CH:9]=[C:8]2[C:3]=1[CH2:4][CH2:5][CH:6]([C:16]([O:18][CH2:19][CH3:20])=[O:17])[C:7]2=[O:15].[H-].[Na+].I[CH2:24][CH2:25][CH2:26][CH3:27]. Product: [CH2:24]([C:6]1([C:16]([O:18][CH2:19][CH3:20])=[O:17])[CH2:5][CH2:4][C:3]2[C:8](=[CH:9][C:10]([F:14])=[C:11]([O:12][CH3:13])[C:2]=2[Cl:1])[C:7]1=[O:15])[CH2:25][CH2:26][CH3:27]. The catalyst class is: 9. (7) Reactant: [CH3:1][O:2][C:3](=[O:19])[CH2:4][C:5]1[C:14]([F:15])=[C:13]([OH:16])[C:12]2[C:7](=[CH:8][CH:9]=[C:10]([F:17])[CH:11]=2)[C:6]=1Br. Product: [CH3:1][O:2][C:3](=[O:19])[CH2:4][C:5]1[C:14]([F:15])=[C:13]([OH:16])[C:12]2[C:7](=[CH:8][CH:9]=[C:10]([F:17])[CH:11]=2)[CH:6]=1. The catalyst class is: 19. (8) Reactant: [CH3:1][C:2]([CH3:7])=[CH:3][C:4]([OH:6])=[O:5].[CH3:8][O:9][C:10]1[CH:15]=[CH:14][C:13]([SH:16])=[CH:12][CH:11]=1.N1CCCCC1.CCCCC. Product: [CH3:8][O:9][C:10]1[CH:15]=[CH:14][C:13]([S:16][C:2]([CH3:7])([CH3:1])[CH2:3][C:4]([OH:6])=[O:5])=[CH:12][CH:11]=1. The catalyst class is: 13. (9) Reactant: [F:1][C:2]1[C:9]([O:10]C)=[CH:8][CH:7]=[C:6]([I:12])[C:3]=1[C:4]#[N:5].B(Br)(Br)Br.O. Product: [F:1][C:2]1[C:9]([OH:10])=[CH:8][CH:7]=[C:6]([I:12])[C:3]=1[C:4]#[N:5]. The catalyst class is: 4. (10) The catalyst class is: 4. Reactant: C([O:5][C:6](=[O:17])[CH2:7][S:8][C:9]1[CH:14]=[C:13]([Br:15])[CH:12]=[CH:11][C:10]=1[CH3:16])(C)(C)C.FC(F)(F)C(O)=O. Product: [Br:15][C:13]1[CH:12]=[CH:11][C:10]([CH3:16])=[C:9]([S:8][CH2:7][C:6]([OH:17])=[O:5])[CH:14]=1.